From a dataset of Reaction yield outcomes from USPTO patents with 853,638 reactions. Predict the reaction yield, written as a fraction of the theoretical maximum amount of product (1.0 means a 100% yield; for example, 0.34 means a 34% yield). (1) The reactants are C([C:5]([N:7]([CH2:12][C:13]1[CH:18]=[CH:17][C:16](B(O)O)=[CH:15][CH:14]=1)[CH2:8][CH2:9][CH2:10][F:11])=[O:6])(C)(C)C.CC[OH:24].[F:25][C:26]1[CH:27]=[C:28]([N:33]2[CH2:37][C@H:36]([CH2:38][NH:39][C:40](=[O:42])[CH3:41])[O:35][C:34]2=[O:43])[CH:29]=[CH:30][C:31]=1I.C([O-])([O-])=O.[K+].[K+].[C:50]1([CH3:56])[CH:55]=CC=C[CH:51]=1. The catalyst is C1C=CC([P]([Pd]([P](C2C=CC=CC=2)(C2C=CC=CC=2)C2C=CC=CC=2)([P](C2C=CC=CC=2)(C2C=CC=CC=2)C2C=CC=CC=2)[P](C2C=CC=CC=2)(C2C=CC=CC=2)C2C=CC=CC=2)(C2C=CC=CC=2)C2C=CC=CC=2)=CC=1.O. The product is [C:50]([O:24][C:5](=[O:6])[N:7]([CH2:12][C:13]1[CH:14]=[CH:15][C:16]([C:31]2[CH:30]=[CH:29][C:28]([N:33]3[CH2:37][C@H:36]([CH2:38][NH:39][C:40](=[O:42])[CH3:41])[O:35][C:34]3=[O:43])=[CH:27][C:26]=2[F:25])=[CH:17][CH:18]=1)[CH2:8][CH2:9][CH2:10][F:11])([CH3:56])([CH3:55])[CH3:51]. The yield is 0.615. (2) The reactants are [CH2:1]([O:8][C:9]([N:11]1[C@H:20]([C:21](O)=[O:22])[CH2:19][C:18]2[C:13](=[CH:14][CH:15]=[CH:16][CH:17]=2)[CH2:12]1)=[O:10])[C:2]1[CH:7]=[CH:6][CH:5]=[CH:4][CH:3]=1.ClC(N(C)C)=C(C)C.[F:32][C:33]1[C:38]([F:39])=[CH:37][CH:36]=[CH:35][C:34]=1[C@H:40]([NH:42][CH2:43][C:44]1[CH:53]=[CH:52][C:47]([C:48]([O:50][CH3:51])=[O:49])=[CH:46][CH:45]=1)[CH3:41].CCN(C(C)C)C(C)C. The catalyst is C(Cl)Cl. The product is [F:32][C:33]1[C:38]([F:39])=[CH:37][CH:36]=[CH:35][C:34]=1[C@H:40]([N:42]([CH2:43][C:44]1[CH:45]=[CH:46][C:47]([C:48]([O:50][CH3:51])=[O:49])=[CH:52][CH:53]=1)[C:21]([C@@H:20]1[CH2:19][C:18]2[C:13](=[CH:14][CH:15]=[CH:16][CH:17]=2)[CH2:12][N:11]1[C:9]([O:8][CH2:1][C:2]1[CH:7]=[CH:6][CH:5]=[CH:4][CH:3]=1)=[O:10])=[O:22])[CH3:41]. The yield is 0.810. (3) The reactants are [Br:1][C:2]1[C:3]([F:12])=[C:4]2[C:10]([NH2:11])=[CH:9][NH:8][C:5]2=[N:6][CH:7]=1.[F:13][C:14]1[CH:15]=[C:16]([CH:20]=[CH:21][C:22]=1[O:23][CH3:24])[C:17](O)=[O:18].C1N(P(Cl)(N2C(=O)OCC2)=O)C(=O)OC1.C(N(CC)CC)C. The catalyst is C(Cl)Cl. The product is [Br:1][C:2]1[C:3]([F:12])=[C:4]2[C:10]([NH:11][C:17](=[O:18])[C:16]3[CH:20]=[CH:21][C:22]([O:23][CH3:24])=[C:14]([F:13])[CH:15]=3)=[CH:9][NH:8][C:5]2=[N:6][CH:7]=1. The yield is 0.900. (4) The reactants are [NH2:1][C:2]1[CH:3]=[C:4]([C:8]([C:10]2[CH:11]=[C:12]3[C:17](=[CH:18][CH:19]=2)[N:16]=[CH:15][C:14]([C:20]2[CH:21]=[N:22][CH:23]=[CH:24][CH:25]=2)=[N:13]3)=[O:9])[CH:5]=[CH:6][CH:7]=1.[Cl:26][C:27]1[CH:35]=[CH:34][C:30]([C:31](O)=[O:32])=[CH:29][C:28]=1[C:36]([F:39])([F:38])[F:37].CN(C(ON1N=NC2C=CC=NC1=2)=[N+](C)C)C.F[P-](F)(F)(F)(F)F.CCN(C(C)C)C(C)C. The catalyst is CN(C=O)C. The product is [Cl:26][C:27]1[CH:35]=[CH:34][C:30]([C:31]([NH:1][C:2]2[CH:7]=[CH:6][CH:5]=[C:4]([C:8]([C:10]3[CH:11]=[C:12]4[C:17](=[CH:18][CH:19]=3)[N:16]=[CH:15][C:14]([C:20]3[CH:21]=[N:22][CH:23]=[CH:24][CH:25]=3)=[N:13]4)=[O:9])[CH:3]=2)=[O:32])=[CH:29][C:28]=1[C:36]([F:37])([F:38])[F:39]. The yield is 0.689. (5) The reactants are [Br:1][C:2]1[CH:3]=[C:4]([CH:7]=[C:8]([F:10])[CH:9]=1)[CH:5]=O.[CH3:11][C:12]([S@:15]([NH2:17])=[O:16])([CH3:14])[CH3:13].C([O-])([O-])=O.[Cs+].[Cs+]. The catalyst is C(Cl)Cl. The product is [Br:1][C:2]1[CH:3]=[C:4](/[CH:5]=[N:17]/[S@@:15]([C:12]([CH3:14])([CH3:13])[CH3:11])=[O:16])[CH:7]=[C:8]([F:10])[CH:9]=1. The yield is 0.930. (6) The reactants are [CH3:1][O:2][C:3](=[O:14])[C:4]1[CH:9]=[CH:8][CH:7]=[C:6]([N+:10]([O-:12])=[O:11])[C:5]=1[CH3:13].COC(OC)N(C)C. The catalyst is CN(C)C=O. The product is [N+:10]([C:6]1[CH:7]=[CH:8][CH:9]=[C:4]2[C:5]=1[CH:13]=[CH:1][O:2][C:3]2=[O:14])([O-:12])=[O:11]. The yield is 0.544.